Dataset: Forward reaction prediction with 1.9M reactions from USPTO patents (1976-2016). Task: Predict the product of the given reaction. (1) Given the reactants [F:1][C:2]1[C:7](I)=[CH:6][CH:5]=[CH:4][N:3]=1.CC1(C)C(C)(C)OB([C:17]2[CH2:18][CH2:19][CH2:20][N:21]([C:23]([O:25][C:26]([CH3:29])([CH3:28])[CH3:27])=[O:24])[CH:22]=2)O1.O.C(=O)([O-])[O-].[Na+].[Na+].COCCOC, predict the reaction product. The product is: [F:1][C:2]1[C:7]([C:19]2[CH2:18][CH2:17][CH2:22][N:21]([C:23]([O:25][C:26]([CH3:29])([CH3:28])[CH3:27])=[O:24])[CH:20]=2)=[CH:6][CH:5]=[CH:4][N:3]=1. (2) Given the reactants [C:1]1(=[O:7])[NH:5][C:4](=[O:6])[CH:3]=[CH:2]1.[CH:8]([S:10]([CH:13]=[CH2:14])(=[O:12])=[O:11])=[CH2:9].[OH-].C([N+](CCCC)(CCCC)CCCC)CCC, predict the reaction product. The product is: [CH:8]([S:10]([CH2:13][CH2:14][N:5]1[C:4](=[O:6])[CH:3]=[CH:2][C:1]1=[O:7])(=[O:12])=[O:11])=[CH2:9]. (3) Given the reactants [C:1]([O:5][C:6]([NH:8][CH2:9][CH2:10][CH2:11][CH2:12][CH2:13][C:14]([OH:16])=O)=[O:7])([CH3:4])([CH3:3])[CH3:2].ON1C2C=CC=CC=2N=N1.Cl.CN(C)CCCN=C=NCC.[CH2:39]([O:41][CH2:42][C:43]1[N:44]([CH2:56][C:57]([NH2:60])([CH3:59])[CH3:58])[C:45]2[C:54]3[CH:53]=[CH:52][CH:51]=[CH:50][C:49]=3[N:48]=[CH:47][C:46]=2[N:55]=1)[CH3:40], predict the reaction product. The product is: [CH2:39]([O:41][CH2:42][C:43]1[N:44]([CH2:56][C:57]([NH:60][C:14](=[O:16])[CH2:13][CH2:12][CH2:11][CH2:10][CH2:9][NH:8][C:6](=[O:7])[O:5][C:1]([CH3:2])([CH3:3])[CH3:4])([CH3:59])[CH3:58])[C:45]2[C:54]3[CH:53]=[CH:52][CH:51]=[CH:50][C:49]=3[N:48]=[CH:47][C:46]=2[N:55]=1)[CH3:40]. (4) Given the reactants [C:1]([C@@H:3]([NH:21][C:22]([C:24]1([NH:30]C(=O)OC(C)(C)C)[CH2:29][CH2:28][O:27][CH2:26][CH2:25]1)=[O:23])[CH2:4][C:5]1[CH:10]=[CH:9][C:8]([C:11]2[CH:12]=[CH:13][C:14]3[O:18][C:17](=[O:19])[NH:16][C:15]=3[CH:20]=2)=[CH:7][CH:6]=1)#[N:2].N, predict the reaction product. The product is: [NH2:30][C:24]1([C:22]([NH:21][C@H:3]([C:1]#[N:2])[CH2:4][C:5]2[CH:6]=[CH:7][C:8]([C:11]3[CH:12]=[CH:13][C:14]4[O:18][C:17](=[O:19])[NH:16][C:15]=4[CH:20]=3)=[CH:9][CH:10]=2)=[O:23])[CH2:25][CH2:26][O:27][CH2:28][CH2:29]1. (5) Given the reactants [CH3:1][C:2]1[O:6][C:5]([C:7]2[CH:12]=[CH:11][CH:10]=[CH:9][CH:8]=2)=[N:4][C:3]=1[CH2:13][CH2:14][CH2:15][C:16]#[C:17][CH2:18]O.[Br:20]CCCC1N=C(C2C=CC=CC=2)OC=1C, predict the reaction product. The product is: [Br:20][CH2:18][C:17]#[C:16][CH2:15][CH2:14][CH2:13][C:3]1[N:4]=[C:5]([C:7]2[CH:12]=[CH:11][CH:10]=[CH:9][CH:8]=2)[O:6][C:2]=1[CH3:1]. (6) Given the reactants [Cl:1][C:2]1[CH:3]=[CH:4][C:5]([O:11][CH2:12][CH:13]([O:15][CH3:16])C)=[C:6]([CH:10]=1)[C:7]([OH:9])=[O:8].[CH3:17]OCC(O)C, predict the reaction product. The product is: [Cl:1][C:2]1[CH:3]=[CH:4][C:5]([O:11][CH:12]([CH3:17])[CH2:13][O:15][CH3:16])=[C:6]([CH:10]=1)[C:7]([OH:9])=[O:8]. (7) Given the reactants [H-].[H-].[H-].[H-].[Li+].[Al+3].[OH:7][CH:8]([C:19]1[CH:24]=[CH:23][CH:22]=[C:21]([O:25][CH2:26][CH:27]([CH2:31][CH2:32][CH3:33])[CH2:28][CH2:29][CH3:30])[N:20]=1)[CH2:9][CH2:10][NH:11][C:12](=O)OC(C)(C)C.N.CO.C(Cl)Cl, predict the reaction product. The product is: [CH3:12][NH:11][CH2:10][CH2:9][CH:8]([C:19]1[CH:24]=[CH:23][CH:22]=[C:21]([O:25][CH2:26][CH:27]([CH2:31][CH2:32][CH3:33])[CH2:28][CH2:29][CH3:30])[N:20]=1)[OH:7].